From a dataset of Catalyst prediction with 721,799 reactions and 888 catalyst types from USPTO. Predict which catalyst facilitates the given reaction. (1) Reactant: [NH2:1][C:2]1[CH:3]=[C:4]([OH:8])[CH:5]=[CH:6][CH:7]=1.O.C(N(CC)CC)C.[C:17]([O:21][C:22](O[C:22]([O:21][C:17]([CH3:20])([CH3:19])[CH3:18])=[O:23])=[O:23])([CH3:20])([CH3:19])[CH3:18]. Product: [C:17]([O:21][C:22](=[O:23])[NH:1][C:2]1[CH:7]=[CH:6][CH:5]=[C:4]([OH:8])[CH:3]=1)([CH3:20])([CH3:19])[CH3:18]. The catalyst class is: 12. (2) Reactant: [CH3:1][C:2]1[CH:7]=[C:6]([C:8]2[CH:13]=[CH:12][CH:11]=[CH:10][CH:9]=2)C(C)=[CH:4][C:3]=1[C:15]1[CH:20]=[CH:19][CH:18]=[CH:17][CH:16]=1.[OH2:21].[Mn]([O-])(=O)(=O)=[O:23].[K+].[C:28]([O:31]CC)(=[O:30])[CH3:29]. Product: [C:8]1([C:6]2[C:29]([C:28]([OH:31])=[O:30])=[CH:4][C:3]([C:15]3[CH:20]=[CH:19][CH:18]=[CH:17][CH:16]=3)=[C:2]([C:1]([OH:23])=[O:21])[CH:7]=2)[CH:13]=[CH:12][CH:11]=[CH:10][CH:9]=1. The catalyst class is: 17.